This data is from HIV replication inhibition screening data with 41,000+ compounds from the AIDS Antiviral Screen. The task is: Binary Classification. Given a drug SMILES string, predict its activity (active/inactive) in a high-throughput screening assay against a specified biological target. (1) The compound is COc1cc(Nc2cnc3ccc(N)cc3n2)cc(OC)c1OC. The result is 0 (inactive). (2) The molecule is Cc1ccc2c(c1)CN1c3ccc(C)cc3CN2C1c1ccccc1O. The result is 0 (inactive).